This data is from Forward reaction prediction with 1.9M reactions from USPTO patents (1976-2016). The task is: Predict the product of the given reaction. (1) Given the reactants [CH:1]1([NH:5][C:6]2[C:7]3[CH:34]=[CH:33][NH:32][C:8]=3[N:9]=[C:10]([NH:12][C:13]3[CH:18]=[CH:17][C:16]([S:19]([N:22]([CH2:24][C:25]([O:27]CCCC)=[O:26])[CH3:23])(=[O:21])=[O:20])=[CH:15][CH:14]=3)[N:11]=2)[CH2:4][CH2:3][CH2:2]1.[OH-].[Na+].CC(O)=O.O, predict the reaction product. The product is: [CH:1]1([NH:5][C:6]2[C:7]3[CH:34]=[CH:33][NH:32][C:8]=3[N:9]=[C:10]([NH:12][C:13]3[CH:18]=[CH:17][C:16]([S:19]([N:22]([CH2:24][C:25]([OH:27])=[O:26])[CH3:23])(=[O:20])=[O:21])=[CH:15][CH:14]=3)[N:11]=2)[CH2:4][CH2:3][CH2:2]1. (2) Given the reactants [C:1]1(=[O:7])[CH2:6][CH2:5][CH2:4][CH2:3][CH2:2]1.[CH2:8]([C:10](C)=[O:11])[CH3:9], predict the reaction product. The product is: [CH2:4]1[CH2:5][CH2:6][C:1]([OH:7])([C:10]([C:8]2[CH:9]=[CH:3][CH:2]=[CH:1][CH:6]=2)=[O:11])[CH2:2][CH2:3]1. (3) Given the reactants C([O:3][C:4]([C:6]1[N:7]([C:15]2[CH:20]=[CH:19][C:18]([CH3:21])=[CH:17][CH:16]=2)[N:8]=[C:9]([C:11]([CH3:14])([CH3:13])[CH3:12])[CH:10]=1)=[O:5])C.[Li+].[OH-], predict the reaction product. The product is: [C:11]([C:9]1[CH:10]=[C:6]([C:4]([OH:5])=[O:3])[N:7]([C:15]2[CH:20]=[CH:19][C:18]([CH3:21])=[CH:17][CH:16]=2)[N:8]=1)([CH3:14])([CH3:12])[CH3:13]. (4) Given the reactants [F:1][C:2]([F:34])([F:33])[C:3]1[CH:4]=[C:5]([C:13]([N:15]2[CH2:20][CH2:19][C@H:18]([N:21]3[CH2:26][CH2:25][NH:24][CH2:23][CH2:22]3)[C@H:17]([C:27]3[CH:32]=[CH:31][CH:30]=[CH:29][CH:28]=3)[CH2:16]2)=[O:14])[CH:6]=[C:7]([C:9]([F:12])([F:11])[F:10])[CH:8]=1.[C:35]1([CH2:41][C:42](Cl)=[O:43])[CH:40]=[CH:39][CH:38]=[CH:37][CH:36]=1, predict the reaction product. The product is: [F:34][C:2]([F:33])([F:1])[C:3]1[CH:4]=[C:5]([CH:6]=[C:7]([C:9]([F:10])([F:11])[F:12])[CH:8]=1)[C:13]([N:15]1[CH2:20][CH2:19][C@H:18]([N:21]2[CH2:26][CH2:25][N:24]([C:42](=[O:43])[CH2:41][C:35]3[CH:40]=[CH:39][CH:38]=[CH:37][CH:36]=3)[CH2:23][CH2:22]2)[C@H:17]([C:27]2[CH:32]=[CH:31][CH:30]=[CH:29][CH:28]=2)[CH2:16]1)=[O:14]. (5) Given the reactants Br[C:2]1[CH:3]=[C:4]([S:8][CH2:9][CH:10]([CH2:14][CH2:15][CH3:16])[CH2:11][CH2:12][CH3:13])[CH:5]=[CH:6][CH:7]=1.[F:17][C:18]([F:26])([F:25])[C:19]([NH:21][CH2:22][C:23]#[CH:24])=[O:20], predict the reaction product. The product is: [F:17][C:18]([F:26])([F:25])[C:19]([NH:21][CH2:22][C:23]#[C:24][C:2]1[CH:7]=[CH:6][CH:5]=[C:4]([S:8][CH2:9][CH:10]([CH2:14][CH2:15][CH3:16])[CH2:11][CH2:12][CH3:13])[CH:3]=1)=[O:20]. (6) Given the reactants [Br:1]C1C=CC(OC2C=CC=CC=2NS(C2C=CC(C(O)=O)=CC=2)(=O)=O)=C([Cl:28])C=1.FC(F)(F)C(O)=O.[Cl:36][C:37]1[CH:75]=[C:74](Cl)[CH:73]=[CH:72][C:38]=1[O:39][C:40]1[CH:45]=[CH:44][CH:43]=[CH:42][C:41]=1[NH:46][S:47]([C:50]1[CH:71]=[CH:70][C:53]([C:54]([N:56]([CH2:58][C:59]2[CH:64]=[CH:63][C:62]([C:65]3N[CH2:67][CH2:68][N:69]=3)=CC=2)C)=[O:55])=[CH:52][CH:51]=1)(=[O:49])=[O:48].CN(C(ON1N=NC2C=CC=CC1=2)=[N+](C)C)C.F[P-](F)(F)(F)(F)F.C(N(CC)CC)C, predict the reaction product. The product is: [ClH:28].[Br:1][C:74]1[CH:73]=[CH:72][C:38]([O:39][C:40]2[CH:45]=[CH:44][CH:43]=[CH:42][C:41]=2[NH:46][S:47]([C:50]2[CH:71]=[CH:70][C:53]([C:54]([NH:56][CH2:58][CH2:59][CH2:64][CH:63]3[CH2:67][CH2:68][NH:69][CH2:65][CH2:62]3)=[O:55])=[CH:52][CH:51]=2)(=[O:49])=[O:48])=[C:37]([Cl:36])[CH:75]=1. (7) Given the reactants [CH3:1][O:2][C:3]([C:5]1[C:9]2[N:10]=[CH:11][NH:12][C:13](=[O:14])[C:8]=2[N:7]([CH2:15][O:16][CH2:17][CH2:18][Si:19]([CH3:22])([CH3:21])[CH3:20])[C:6]=1[Cl:23])=[O:4].Br[CH2:25][C:26]([C:28]1[CH:33]=[CH:32][CH:31]=[C:30]([O:34][CH3:35])[CH:29]=1)=[O:27].C(=O)([O-])[O-].[K+].[K+], predict the reaction product. The product is: [CH3:1][O:2][C:3]([C:5]1[C:9]2[N:10]=[CH:11][N:12]([CH2:25][C:26]([C:28]3[CH:33]=[CH:32][CH:31]=[C:30]([O:34][CH3:35])[CH:29]=3)=[O:27])[C:13](=[O:14])[C:8]=2[N:7]([CH2:15][O:16][CH2:17][CH2:18][Si:19]([CH3:22])([CH3:21])[CH3:20])[C:6]=1[Cl:23])=[O:4]. (8) Given the reactants [CH3:1][C:2]([CH3:8])([CH3:7])[CH2:3][C:4](Cl)=[O:5].C([N:11](CC)CC)C.[Br:16][C:17]1[CH:22]=[C:21]([CH3:23])[C:20](N)=[C:19]([CH3:25])[CH:18]=1.O, predict the reaction product. The product is: [Br:16][C:17]1[CH:22]=[C:21]([CH3:23])[C:20]([CH:3]([C:2]([CH3:8])([CH3:7])[CH3:1])[C:4]([NH2:11])=[O:5])=[C:19]([CH3:25])[CH:18]=1. (9) Given the reactants [CH3:1][C:2]1[CH:7]=[CH:6][C:5]([CH3:8])=[CH:4][C:3]=1[CH:9]1[C:13](=[O:14])[C:12]2([CH2:19][CH2:18][N:17]([O:20][CH3:21])[CH2:16][CH2:15]2)[NH:11][C:10]1=[O:22].[B-](F)(F)(F)[F:24].[B-](F)(F)(F)F.C1[N+]2(CCl)CC[N+](F)(CC2)C1, predict the reaction product. The product is: [CH3:1][C:2]1[CH:7]=[CH:6][C:5]([CH3:8])=[CH:4][C:3]=1[C:9]1([F:24])[C:13](=[O:14])[C:12]2([CH2:19][CH2:18][N:17]([O:20][CH3:21])[CH2:16][CH2:15]2)[NH:11][C:10]1=[O:22]. (10) Given the reactants [Br:1][C:2]1[CH:7]=[CH:6][C:5](S)=[CH:4][CH:3]=1.CC1C=CC(S(O[CH:20]2[CH2:23][O:22][CH2:21]2)(=O)=O)=CC=1.C(=O)([O-])[O-].[Cs+].[Cs+].O[O:31][S:32]([O-:34])=O.[K+], predict the reaction product. The product is: [Br:1][C:2]1[CH:7]=[CH:6][C:5]([S:32]([CH:20]2[CH2:23][O:22][CH2:21]2)(=[O:34])=[O:31])=[CH:4][CH:3]=1.